The task is: Predict the reactants needed to synthesize the given product.. This data is from Full USPTO retrosynthesis dataset with 1.9M reactions from patents (1976-2016). (1) Given the product [ClH:2].[ClH:26].[CH3:41][NH:42][CH2:3][C:4]1[CH:5]=[C:6]([NH:17][C:18]([C:20]2[S:21][CH:22]=[CH:23][CH:24]=2)=[NH:19])[CH:7]=[CH:8][C:9]=1[O:10][C:11]1[CH:16]=[CH:15][CH:14]=[CH:13][CH:12]=1, predict the reactants needed to synthesize it. The reactants are: Cl.[Cl:2][CH2:3][C:4]1[CH:5]=[C:6]([NH:17][C:18]([C:20]2[S:21][CH:22]=[CH:23][CH:24]=2)=[NH:19])[CH:7]=[CH:8][C:9]=1[O:10][C:11]1[CH:16]=[CH:15][CH:14]=[CH:13][CH:12]=1.Cl.[Cl:26]CC1C=C(C2C=CSC=2[C:41](=N)[NH2:42])C=CC=1OC. (2) Given the product [C:1]([O:5][C:6]([NH:8][CH:9]([C:62](=[O:75])[NH:63][CH2:64][CH:65]([OH:74])[CH:66]([OH:73])[CH:67]([OH:72])[CH:68]([OH:71])[CH2:69][OH:70])[CH2:10][CH2:11][CH2:12][CH2:13][NH:14][C:15]([CH:17]([NH:33][C:34](=[O:61])[C:35]([CH3:60])([CH3:59])[CH2:36][CH2:37][CH2:38][CH2:39][O:40][C:41]1[CH:46]=[C:45]([C:47]2[CH:48]=[CH:49][CH:50]=[CH:51][CH:52]=2)[CH:44]=[C:43]([C:53]2[CH:54]=[CH:55][CH:56]=[CH:57][CH:58]=2)[N:42]=1)[CH2:18][C:19]1[CH:20]=[CH:21][C:22]([OH:25])=[CH:23][CH:24]=1)=[O:16])=[O:7])([CH3:2])([CH3:3])[CH3:4], predict the reactants needed to synthesize it. The reactants are: [C:1]([O:5][C:6]([NH:8][CH:9]([C:62](=[O:75])[NH:63][CH2:64][CH:65]([OH:74])[CH:66]([OH:73])[CH:67]([OH:72])[CH:68]([OH:71])[CH2:69][OH:70])[CH2:10][CH2:11][CH2:12][CH2:13][NH:14][C:15]([CH:17]([NH:33][C:34](=[O:61])[C:35]([CH3:60])([CH3:59])[CH2:36][CH2:37][CH2:38][CH2:39][O:40][C:41]1[CH:46]=[C:45]([C:47]2[CH:52]=[CH:51][CH:50]=[CH:49][CH:48]=2)[CH:44]=[C:43]([C:53]2[CH:58]=[CH:57][CH:56]=[CH:55][CH:54]=2)[N:42]=1)[CH2:18][C:19]1[CH:24]=[CH:23][C:22]([O:25]CC2C=CC=CC=2)=[CH:21][CH:20]=1)=[O:16])=[O:7])([CH3:4])([CH3:3])[CH3:2].